This data is from Forward reaction prediction with 1.9M reactions from USPTO patents (1976-2016). The task is: Predict the product of the given reaction. (1) Given the reactants I[C:2]1[C:10]2[C:5](=[CH:6][CH:7]=[CH:8][CH:9]=2)[N:4]([S:11]([C:14]2[CH:19]=[CH:18][CH:17]=[CH:16][CH:15]=2)(=[O:13])=[O:12])[C:3]=1[CH3:20].C([Mg]Cl)(C)C.[Li+].[Cl-].[Cl:28][C:29]1[N:34]=[CH:33][C:32]([Cl:35])=[CH:31][N:30]=1.O.C(C1C(=O)C(Cl)=C(Cl)C(=O)C=1C#N)#N, predict the reaction product. The product is: [Cl:28][C:29]1[N:34]=[C:33]([C:2]2[C:10]3[C:5](=[CH:6][CH:7]=[CH:8][CH:9]=3)[N:4]([S:11]([C:14]3[CH:19]=[CH:18][CH:17]=[CH:16][CH:15]=3)(=[O:13])=[O:12])[C:3]=2[CH3:20])[C:32]([Cl:35])=[CH:31][N:30]=1. (2) Given the reactants [CH2:1]([C:3]1[CH:4]=[C:5]([CH2:11][C@@H:12]([NH:16][C:17]([N:19]2[CH2:24][CH2:23][CH:22]([N:25]3[CH2:31][CH2:30][C:29]4[CH:32]=[CH:33][CH:34]=[CH:35][C:28]=4[NH:27][C:26]3=[O:36])[CH2:21][CH2:20]2)=[O:18])[C:13](O)=[O:14])[CH:6]=[CH:7][C:8]=1[CH2:9][CH3:10])[CH3:2].[N:37]1([CH:43]2[CH2:48][CH2:47][NH:46][CH2:45][CH2:44]2)[CH2:42][CH2:41][CH2:40][CH2:39][CH2:38]1, predict the reaction product. The product is: [N:37]1([CH:43]2[CH2:48][CH2:47][N:46]([C:13](=[O:14])[C@H:12]([NH:16][C:17]([N:19]3[CH2:24][CH2:23][CH:22]([N:25]4[CH2:31][CH2:30][C:29]5[CH:32]=[CH:33][CH:34]=[CH:35][C:28]=5[NH:27][C:26]4=[O:36])[CH2:21][CH2:20]3)=[O:18])[CH2:11][C:5]3[CH:6]=[CH:7][C:8]([CH2:9][CH3:10])=[C:3]([CH2:1][CH3:2])[CH:4]=3)[CH2:45][CH2:44]2)[CH2:42][CH2:41][CH2:40][CH2:39][CH2:38]1. (3) Given the reactants [CH2:1]=[CH:2][C:3]1[CH:8]=[CH:7][CH:6]=[CH:5][CH:4]=1.[CH2:9]([CH2:13]O)[CH2:10][CH2:11]O, predict the reaction product. The product is: [CH2:1]=[CH:2][C:3]1[CH:8]=[CH:7][CH:6]=[CH:5][CH:4]=1.[CH2:13]=[CH:9][CH:10]=[CH2:11]. (4) Given the reactants [Cl:1][CH2:2][C:3]1[CH:4]=[C:5]([CH:9]=[CH:10][CH:11]=1)[C:6](Cl)=[O:7].[N+:12]([C:15]1[CH:16]=[C:17]2[C:21](=[CH:22][CH:23]=1)[NH:20][CH2:19][CH2:18]2)([O-:14])=[O:13].O, predict the reaction product. The product is: [Cl:1][CH2:2][C:3]1[CH:4]=[C:5]([C:6]([N:20]2[C:21]3[C:17](=[CH:16][C:15]([N+:12]([O-:14])=[O:13])=[CH:23][CH:22]=3)[CH2:18][CH2:19]2)=[O:7])[CH:9]=[CH:10][CH:11]=1. (5) Given the reactants Br[C:2]1[CH:3]=[C:4]2[C:8](=[C:9]([C:11]([NH2:13])=[O:12])[CH:10]=1)[NH:7][CH:6]=[C:5]2[CH:14]1[CH2:19][CH2:18][S:17](=[O:21])(=[O:20])[CH2:16][CH2:15]1.CC1(C)C(C)(C)OB([C:30]2[CH:31]=[C:32]([CH:35]=O)[S:33][CH:34]=2)O1.C([O-])([O-])=O.[K+].[K+].O1[CH2:49][CH2:48]OCC1, predict the reaction product. The product is: [O:20]=[S:17]1(=[O:21])[CH2:18][CH2:19][CH:14]([C:5]2[C:4]3[C:8](=[C:9]([C:11]([NH2:13])=[O:12])[CH:10]=[C:2]([C:30]4[CH:31]=[C:32]([CH2:35][N:7]5[CH2:49][CH2:48][CH2:3][CH2:4][CH2:5][CH2:6]5)[S:33][CH:34]=4)[CH:3]=3)[NH:7][CH:6]=2)[CH2:15][CH2:16]1.